Dataset: Retrosynthesis with 50K atom-mapped reactions and 10 reaction types from USPTO. Task: Predict the reactants needed to synthesize the given product. Given the product O=C(NCCN1CCCNCC1)OCc1ccccc1, predict the reactants needed to synthesize it. The reactants are: O=C(NCC(=O)N1CCCNCC1)OCc1ccccc1.